Dataset: NCI-60 drug combinations with 297,098 pairs across 59 cell lines. Task: Regression. Given two drug SMILES strings and cell line genomic features, predict the synergy score measuring deviation from expected non-interaction effect. Drug 1: C1=CC(=C2C(=C1NCCNCCO)C(=O)C3=C(C=CC(=C3C2=O)O)O)NCCNCCO. Drug 2: C1=NC2=C(N1)C(=S)N=C(N2)N. Cell line: DU-145. Synergy scores: CSS=42.2, Synergy_ZIP=-4.59, Synergy_Bliss=-5.34, Synergy_Loewe=-4.86, Synergy_HSA=-1.37.